Dataset: Forward reaction prediction with 1.9M reactions from USPTO patents (1976-2016). Task: Predict the product of the given reaction. (1) Given the reactants [Cl:1][CH2:2][C:3](Cl)=[O:4].[CH2:6]([C:10]1[CH:15]=[CH:14][C:13]([O:16][C:17]2[CH:22]=[CH:21][CH:20]=[CH:19][CH:18]=2)=[CH:12][CH:11]=1)[CH2:7][CH2:8][CH3:9].[Al+3].[Cl-].[Cl-].[Cl-], predict the reaction product. The product is: [CH2:6]([C:10]1[CH:15]=[CH:14][C:13]([O:16][C:17]2[CH:22]=[CH:21][C:20]([C:3](=[O:4])[CH2:2][Cl:1])=[CH:19][CH:18]=2)=[CH:12][CH:11]=1)[CH2:7][CH2:8][CH3:9]. (2) The product is: [CH2:2]1[CH2:1][O:8][CH2:4][CH2:5]1.[O:8]1[CH2:1][CH2:2][CH2:4][CH2:7]1. Given the reactants [CH3:1][C:2]#N.[C:4](#N)[CH3:5].[CH3:7][OH:8].CO, predict the reaction product. (3) Given the reactants [OH:1][C:2]1[CH:3]=[C:4]([CH:8]2[CH2:12][N:11]([C:13]3[CH:14]=[C:15]([CH:19]=[CH:20][CH:21]=3)[C:16]([NH2:18])=[O:17])[C:10](=[O:22])[CH2:9]2)[CH:5]=[CH:6][CH:7]=1.[C:23]([C:25]1[CH:30]=[CH:29][CH:28]=[CH:27][C:26]=1B(O)O)#N.N(C)(C)C, predict the reaction product. The product is: [CH2:23]([O:1][C:2]1[CH:3]=[C:4]([CH:8]2[CH2:12][N:11]([C:13]3[CH:14]=[C:15]([CH:19]=[CH:20][CH:21]=3)[C:16]([NH2:18])=[O:17])[C:10](=[O:22])[CH2:9]2)[CH:5]=[CH:6][CH:7]=1)[C:25]1[CH:30]=[CH:29][CH:28]=[CH:27][CH:26]=1. (4) Given the reactants NC1C(C)=CC([N:8]([CH2:16][CH2:17][C@@H:18]2[CH2:20][C@@H:19]2[CH:21]2[CH2:26][CH2:25][N:24]([C:27]3[N:32]=[CH:31][C:30]([Cl:33])=[CH:29][N:28]=3)[CH2:23][CH2:22]2)[C:9](=[O:15])[O:10][C:11]([CH3:14])([CH3:13])[CH3:12])=NC=1.[CH3:35][C:36]1([C:39]([OH:41])=O)[CH2:38][CH2:37]1.CN(C(O[N:50]1N=N[C:52]2[CH:53]=[CH:54][CH:55]=[N:56][C:51]1=2)=[N+](C)C)C.F[P-](F)(F)(F)(F)F.C(N(CC)CC)C, predict the reaction product. The product is: [Cl:33][C:30]1[CH:31]=[N:32][C:27]([N:24]2[CH2:23][CH2:22][CH:21]([C@H:19]3[CH2:20][C@H:18]3[CH2:17][CH2:16][N:8]([C:54]3[CH:55]=[N:56][C:51]([NH:50][C:39]([C:36]4([CH3:35])[CH2:38][CH2:37]4)=[O:41])=[CH:52][CH:53]=3)[C:9](=[O:15])[O:10][C:11]([CH3:14])([CH3:13])[CH3:12])[CH2:26][CH2:25]2)=[N:28][CH:29]=1. (5) The product is: [CH2:22]([S:14][C:12]1[C:11]([CH3:15])=[C:7]([C:6]([OH:16])=[C:5]([C:1]([CH3:4])([CH3:3])[CH3:2])[CH:13]=1)[C:8]([OH:10])=[O:9])[C:23]1[CH:28]=[CH:27][CH:26]=[CH:25][CH:24]=1. Given the reactants [C:1]([C:5]1[C:6]([OH:16])=[C:7]([C:11]([CH3:15])=[C:12]([SH:14])[CH:13]=1)[C:8]([OH:10])=[O:9])([CH3:4])([CH3:3])[CH3:2].C([O-])(O)=O.[Na+].[CH2:22](Br)[C:23]1[CH:28]=[CH:27][CH:26]=[CH:25][CH:24]=1, predict the reaction product. (6) Given the reactants Cl[C:2]([O:4][C:5]1[CH:10]=[CH:9][CH:8]=[CH:7][CH:6]=1)=[O:3].[Cl:11][C:12]1[CH:13]=[C:14]2[C:18](=[CH:19][CH:20]=1)[N:17]([S:21]([C:24]1[CH:25]=[CH:26][CH:27]=[C:28]3[C:33]=1[N:32]=[CH:31][CH:30]=[CH:29]3)(=[O:23])=[O:22])[C:16](=[O:34])[C:15]2([OH:43])[C:35]1[CH:40]=[CH:39][CH:38]=[CH:37][C:36]=1[O:41][CH3:42], predict the reaction product. The product is: [C:5]1([O:4][C:2](=[O:3])[O:43][C:15]2([C:35]3[CH:40]=[CH:39][CH:38]=[CH:37][C:36]=3[O:41][CH3:42])[C:14]3[C:18](=[CH:19][CH:20]=[C:12]([Cl:11])[CH:13]=3)[N:17]([S:21]([C:24]3[CH:25]=[CH:26][CH:27]=[C:28]4[C:33]=3[N:32]=[CH:31][CH:30]=[CH:29]4)(=[O:23])=[O:22])[C:16]2=[O:34])[CH:10]=[CH:9][CH:8]=[CH:7][CH:6]=1. (7) Given the reactants [Cl:1][C:2]1[CH:3]=[C:4]([C:18]2[CH:23]=[C:22]([Cl:24])[CH:21]=[CH:20][C:19]=2[O:25][CH2:26]C(O)=O)[CH:5]=[CH:6][C:7]=1[C:8]([N:10]1[C@@H:15](C)[CH2:14][CH2:13]C[C@H:11]1[CH3:17])=[O:9].CC1CCCN1, predict the reaction product. The product is: [Cl:1][C:2]1[CH:3]=[C:4]([C:18]2[CH:23]=[C:22]([Cl:24])[CH:21]=[CH:20][C:19]=2[O:25][CH3:26])[CH:5]=[CH:6][C:7]=1[C:8]([N:10]1[CH2:15][CH2:14][CH2:13][CH:11]1[CH3:17])=[O:9]. (8) The product is: [F:19][C:20]1[CH:25]=[C:24]([C:2]2[CH:7]=[C:6]([O:8][CH2:9][C:10]3[CH:15]=[CH:14][CH:13]=[CH:12][N:11]=3)[N:5]=[C:4]3[CH2:16][CH2:17][CH2:18][C:3]=23)[CH:23]=[CH:22][CH:21]=1. Given the reactants Cl[C:2]1[CH:7]=[C:6]([O:8][CH2:9][C:10]2[CH:15]=[CH:14][CH:13]=[CH:12][N:11]=2)[N:5]=[C:4]2[CH2:16][CH2:17][CH2:18][C:3]=12.[F:19][C:20]1[CH:21]=[C:22](B(O)O)[CH:23]=[CH:24][CH:25]=1.C(=O)([O-])[O-].[K+].[K+], predict the reaction product.